From a dataset of Forward reaction prediction with 1.9M reactions from USPTO patents (1976-2016). Predict the product of the given reaction. (1) Given the reactants [NH2:1][NH2:2].C[N:4]([CH:6]=[N:7][C:8](=O)[CH3:9])[CH3:5].[C:11]([OH:14])(=[O:13])C, predict the reaction product. The product is: [CH3:9][C:8]1[N:2]([C:6]2[N:4]=[CH:5][C:9]([C:11]([OH:14])=[O:13])=[CH:8][N:7]=2)[N:1]=[CH:6][N:7]=1. (2) Given the reactants [C:1]([O:5][C:6]([N:8]1[CH2:13][CH2:12][N:11]([C:14]2[C:19](Cl)=[N:18][CH:17]=[CH:16][N:15]=2)[CH2:10][CH2:9]1)=[O:7])([CH3:4])([CH3:3])[CH3:2].[N:21]1[CH:26]=[CH:25][C:24]([CH2:27][OH:28])=[CH:23][CH:22]=1.C(C(CCC)[O-])(C)(C)C.[K+].C(O)(C)(C)C, predict the reaction product. The product is: [C:1]([O:5][C:6]([N:8]1[CH2:13][CH2:12][N:11]([C:14]2[C:19]([O:28][CH2:27][C:24]3[CH:25]=[CH:26][N:21]=[CH:22][CH:23]=3)=[N:18][CH:17]=[CH:16][N:15]=2)[CH2:10][CH2:9]1)=[O:7])([CH3:4])([CH3:3])[CH3:2].